This data is from Reaction yield outcomes from USPTO patents with 853,638 reactions. The task is: Predict the reaction yield, written as a fraction of the theoretical maximum amount of product (1.0 means a 100% yield; for example, 0.34 means a 34% yield). (1) The reactants are [C:1](Cl)(=[O:5])[C:2](Cl)=[O:3].C(Cl)Cl.[CH2:10]([O:12][C:13]1[CH:21]=[C:20]2[C:16]([CH:17]=[CH:18][NH:19]2)=[CH:15][CH:14]=1)[CH3:11].[CH3:22][O-:23].[Na+].CO. The catalyst is CCOCC. The product is [CH2:10]([O:12][C:13]1[CH:21]=[C:20]2[C:16]([C:17]([C:1](=[O:5])[C:2]([O:23][CH3:22])=[O:3])=[CH:18][NH:19]2)=[CH:15][CH:14]=1)[CH3:11]. The yield is 0.730. (2) The reactants are [CH3:1][C:2]1[CH:7]=[CH:6][C:5]([N:8]2[C:12]([CH3:14])([CH3:13])[C:11](=N)[N:10]([C:16]3[CH:23]=[CH:22][C:19]([C:20]#[N:21])=[C:18]([C:24]([F:27])([F:26])[F:25])[CH:17]=3)[C:9]2=[S:28])=[CH:4][CH:3]=1.C[OH:30].O. The catalyst is Cl. The product is [CH3:1][C:2]1[CH:7]=[CH:6][C:5]([N:8]2[C:12]([CH3:14])([CH3:13])[C:11](=[O:30])[N:10]([C:16]3[CH:23]=[CH:22][C:19]([C:20]#[N:21])=[C:18]([C:24]([F:27])([F:26])[F:25])[CH:17]=3)[C:9]2=[S:28])=[CH:4][CH:3]=1. The yield is 0.980.